From a dataset of Reaction yield outcomes from USPTO patents with 853,638 reactions. Predict the reaction yield, written as a fraction of the theoretical maximum amount of product (1.0 means a 100% yield; for example, 0.34 means a 34% yield). (1) The reactants are C(NC(C)C)(C)C.C([Li])CCC.[CH2:13]([SnH:17]([CH2:22][CH2:23][CH2:24][CH3:25])[CH2:18][CH2:19][CH2:20][CH3:21])[CH2:14][CH2:15][CH3:16].[CH2:26]([O:33][C:34]1[CH:41]=[CH:40][C:37]([CH2:38]Cl)=[CH:36][CH:35]=1)[C:27]1[CH:32]=[CH:31][CH:30]=[CH:29][CH:28]=1. The catalyst is O1CCCC1. The product is [CH2:26]([O:33][C:34]1[CH:41]=[CH:40][C:37]([CH2:38][Sn:17]([CH2:18][CH2:19][CH2:20][CH3:21])([CH2:22][CH2:23][CH2:24][CH3:25])[CH2:13][CH2:14][CH2:15][CH3:16])=[CH:36][CH:35]=1)[C:27]1[CH:32]=[CH:31][CH:30]=[CH:29][CH:28]=1. The yield is 0.830. (2) The reactants are [NH:1]1[C:9]2[C:4](=[CH:5][C:6](/[CH:10]=[CH:11]/[C:12](=O)[CH2:13][C:14](=O)/[CH:15]=[CH:16]/[C:17]3[CH:22]=[CH:21][C:20]([O:23][CH2:24][C:25]4[CH:30]=[CH:29][CH:28]=[CH:27][N:26]=4)=[CH:19][CH:18]=3)=[CH:7][CH:8]=2)[CH:3]=[CH:2]1.O.[NH2:34][NH2:35]. The catalyst is C(O)(=O)C. The product is [NH:1]1[C:9]2[C:4](=[CH:5][C:6](/[CH:10]=[CH:11]/[C:12]3[CH:13]=[C:14](/[CH:15]=[CH:16]/[C:17]4[CH:22]=[CH:21][C:20]([O:23][CH2:24][C:25]5[CH:30]=[CH:29][CH:28]=[CH:27][N:26]=5)=[CH:19][CH:18]=4)[NH:35][N:34]=3)=[CH:7][CH:8]=2)[CH:3]=[CH:2]1. The yield is 0.240.